From a dataset of Catalyst prediction with 721,799 reactions and 888 catalyst types from USPTO. Predict which catalyst facilitates the given reaction. Reactant: [CH3:1][C:2](O)([C:4]1[CH:5]=[CH:6][CH:7]=[CH:8][C:9]=1[CH2:10][CH2:11][C@@H:12]([S:32][CH2:33][C:34]1([CH2:37][C:38]([OH:40])=[O:39])[CH2:36][CH2:35]1)[C:13]1[CH:14]=[CH:15][CH:16]=[C:17](/[CH:19]=[CH:20]/[C:21]2[CH:22]=[CH:23][C:24]3[CH:25]=[CH:26][C:27]([Cl:31])=[CH:28][C:29]=3[N:30]=2)[CH:18]=1)[CH3:3].CS(Cl)(=O)=O.O.C1(C)C=CC(S(O)(=O)=O)=CC=1. Product: [Cl:31][C:27]1[CH:28]=[C:29]2[C:24]([CH:23]=[CH:22][C:21](/[CH:20]=[CH:19]/[C:17]3[CH:18]=[C:13]([C@H:12]([S:32][CH2:33][C:34]4([CH2:37][C:38]([OH:40])=[O:39])[CH2:35][CH2:36]4)[CH2:11][CH2:10][C:9]4[CH:8]=[CH:7][CH:6]=[CH:5][C:4]=4[C:2]([CH3:3])=[CH2:1])[CH:14]=[CH:15][CH:16]=3)=[N:30]2)=[CH:25][CH:26]=1. The catalyst class is: 11.